This data is from Full USPTO retrosynthesis dataset with 1.9M reactions from patents (1976-2016). The task is: Predict the reactants needed to synthesize the given product. (1) Given the product [CH:28]1([CH2:34][CH2:35][CH2:36][CH2:37][O:38][C:39](=[O:40])[NH:17][C@H:16]2[C:15](=[O:18])[NH:14][C@H:13]2[CH3:12])[CH2:33][CH2:32][CH2:31][CH2:30][CH2:29]1, predict the reactants needed to synthesize it. The reactants are: C1(C)C=CC(S([O-])(=O)=O)=CC=1.[CH3:12][C@H:13]1[C@@H:16]([NH3+:17])[C:15](=[O:18])[NH:14]1.CCN(C(C)C)C(C)C.[CH:28]1([CH2:34][CH2:35][CH2:36][CH2:37][O:38][C:39](N2C=CC=CC2=O)=[O:40])[CH2:33][CH2:32][CH2:31][CH2:30][CH2:29]1. (2) Given the product [CH:11]([C:2]1[CH:3]=[C:4]([C@H:8]([OH:10])[CH3:9])[CH:5]=[CH:6][CH:7]=1)=[CH2:12], predict the reactants needed to synthesize it. The reactants are: Br[C:2]1[CH:3]=[C:4]([C@H:8]([OH:10])[CH3:9])[CH:5]=[CH:6][CH:7]=1.[CH2:11]([Sn](CCCC)(CCCC)C=C)[CH2:12]CC. (3) Given the product [Cl:25][C:26]1[CH:27]=[C:28]2[C:33](=[CH:34][CH:35]=1)[CH:32]=[C:31]([S:36]([NH:1][C@H:2]1[CH2:6][CH2:5][N:4]([C:7]3[CH:16]=[C:15]4[C:10]([CH2:11][CH2:12][N:13]([C:17]([O:19][C:20]([CH3:21])([CH3:23])[CH3:22])=[O:18])[CH2:14]4)=[CH:9][CH:8]=3)[C:3]1=[O:24])(=[O:38])=[O:37])[CH:30]=[CH:29]2, predict the reactants needed to synthesize it. The reactants are: [NH2:1][C@H:2]1[CH2:6][CH2:5][N:4]([C:7]2[CH:16]=[C:15]3[C:10]([CH2:11][CH2:12][N:13]([C:17]([O:19][C:20]([CH3:23])([CH3:22])[CH3:21])=[O:18])[CH2:14]3)=[CH:9][CH:8]=2)[C:3]1=[O:24].[Cl:25][C:26]1[CH:27]=[C:28]2[C:33](=[CH:34][CH:35]=1)[CH:32]=[C:31]([S:36](Cl)(=[O:38])=[O:37])[CH:30]=[CH:29]2. (4) Given the product [Cl:1][C:2]1[CH:7]=[C:6]([C:8]([Cl:13])=[O:10])[CH:5]=[CH:4][N:3]=1, predict the reactants needed to synthesize it. The reactants are: [Cl:1][C:2]1[CH:7]=[C:6]([C:8]([OH:10])=O)[CH:5]=[CH:4][N:3]=1.S(Cl)([Cl:13])=O. (5) The reactants are: Cl[C:2]1[N:7]=[C:6]2[N:8]=[CH:9][CH:10]=[C:11]([O:12][C:13]3[CH:18]=[CH:17][C:16]([NH:19][C:20](=[O:26])[O:21][C:22]([CH3:25])([CH3:24])[CH3:23])=[C:15]([F:27])[CH:14]=3)[C:5]2=[N:4][CH:3]=1.[CH3:28][NH:29][CH3:30]. Given the product [CH3:28][N:29]([CH3:30])[C:2]1[N:7]=[C:6]2[N:8]=[CH:9][CH:10]=[C:11]([O:12][C:13]3[CH:18]=[CH:17][C:16]([NH:19][C:20](=[O:26])[O:21][C:22]([CH3:25])([CH3:24])[CH3:23])=[C:15]([F:27])[CH:14]=3)[C:5]2=[N:4][CH:3]=1, predict the reactants needed to synthesize it. (6) Given the product [F:15][C:16]1[CH:17]=[C:18]([S:23]([NH:1][C:4]2[CH:13]=[CH:12][CH:11]=[C:10]3[C:5]=2[CH:6]=[CH:7][C:8]([NH:35][C:31]2[CH:32]=[CH:33][CH:34]=[C:29]([O:28][CH3:27])[CH:30]=2)=[N:9]3)(=[O:25])=[O:24])[CH:19]=[C:20]([F:22])[CH:21]=1, predict the reactants needed to synthesize it. The reactants are: [N+:1]([C:4]1[CH:13]=[CH:12][CH:11]=[C:10]2[C:5]=1[CH:6]=[CH:7][C:8](Cl)=[N:9]2)([O-])=O.[F:15][C:16]1[CH:17]=[C:18]([S:23](Cl)(=[O:25])=[O:24])[CH:19]=[C:20]([F:22])[CH:21]=1.[CH3:27][O:28][C:29]1[CH:34]=[CH:33][CH:32]=[C:31]([NH2:35])[CH:30]=1. (7) Given the product [OH:21][N:20]=[CH:2][C:3]([NH:22][C:23]1[CH:24]=[C:25]2[C:29](=[CH:30][CH:31]=1)[CH2:28][CH2:27][CH2:26]2)=[O:5], predict the reactants needed to synthesize it. The reactants are: Cl[C:2](Cl)(Cl)[CH:3]([OH:5])O.[O-]S([O-])(=O)=O.[Na+].[Na+].S(O)(O)(=O)=O.[NH2:20][OH:21].[NH2:22][C:23]1[CH:24]=[C:25]2[C:29](=[CH:30][CH:31]=1)[CH2:28][CH2:27][CH2:26]2.Cl.